Dataset: Peptide-MHC class II binding affinity with 134,281 pairs from IEDB. Task: Regression. Given a peptide amino acid sequence and an MHC pseudo amino acid sequence, predict their binding affinity value. This is MHC class II binding data. (1) The binding affinity (normalized) is 0.0627. The peptide sequence is VQYSRADEEQQQALS. The MHC is DRB4_0101 with pseudo-sequence DRB4_0103. (2) The peptide sequence is INETTAAAIAYGLDR. The MHC is HLA-DQA10401-DQB10402 with pseudo-sequence HLA-DQA10401-DQB10402. The binding affinity (normalized) is 0.642.